Dataset: Forward reaction prediction with 1.9M reactions from USPTO patents (1976-2016). Task: Predict the product of the given reaction. (1) Given the reactants Cl.Cl[CH2:3][C:4]1[CH:9]=[N:8][CH:7]=[C:6]2[O:10]C(C)(C)[O:12][CH2:13][C:5]=12.[CH3:16]C([O-])=O.[Na+], predict the reaction product. The product is: [OH:12][CH2:13][C:5]1[C:4]([CH3:3])=[CH:9][N:8]=[C:7]([CH3:16])[C:6]=1[OH:10]. (2) The product is: [CH3:60][O:61][C:62](=[O:63])[CH2:64][NH:15][C:10]1[CH:11]=[N:12][CH:13]=[CH:14][C:9]=1[C:42]1[C:43]([O:47][CH3:48])=[CH:44][CH:45]=[CH:46][C:41]=1[F:40]. Given the reactants FC1C(F)=CC([C:9]2[CH:14]=[CH:13][N:12]=[CH:11][C:10]=2[N:15](CCS(C)(=O)=O)C(=O)C2C=C(C(F)(F)F)N=C(C(F)(F)F)C=2)=C(OC)C=1.[F:40][C:41]1[CH:46]=[CH:45][CH:44]=[C:43]([O:47][CH3:48])[C:42]=1B(O)O.CCCCCCC.C[CH2:60][O:61][C:62]([CH3:64])=[O:63], predict the reaction product. (3) Given the reactants [Si:1]([O:18][CH2:19][C:20]1[C:25]([N:26]2[CH2:31][C@H:30]([CH3:32])[O:29][C@H:28]([CH3:33])[CH2:27]2)=[C:24]([Cl:34])[C:23]([F:35])=[CH:22][N:21]=1)([C:14]([CH3:17])([CH3:16])[CH3:15])([C:8]1[CH:13]=[CH:12][CH:11]=[CH:10][CH:9]=1)[C:2]1[CH:7]=[CH:6][CH:5]=[CH:4][CH:3]=1.CON(C)[C:39](=[O:46])[C:40]1[CH:45]=[CH:44][CH:43]=[N:42][CH:41]=1, predict the reaction product. The product is: [Si:1]([O:18][CH2:19][C:20]1[N:21]=[C:22]([C:39]([C:40]2[CH:41]=[N:42][CH:43]=[CH:44][CH:45]=2)=[O:46])[C:23]([F:35])=[C:24]([Cl:34])[C:25]=1[N:26]1[CH2:31][C@H:30]([CH3:32])[O:29][C@H:28]([CH3:33])[CH2:27]1)([C:14]([CH3:17])([CH3:15])[CH3:16])([C:8]1[CH:13]=[CH:12][CH:11]=[CH:10][CH:9]=1)[C:2]1[CH:3]=[CH:4][CH:5]=[CH:6][CH:7]=1. (4) Given the reactants [C:1]([C:3]1[CH:4]=[CH:5][C:6]([OH:36])=[C:7]([S:9]([NH:12][CH2:13][CH2:14][C:15]2[CH:20]=[CH:19][C:18]([C:21]3[CH:26]=[CH:25][CH:24]=[CH:23][C:22]=3[S:27]([CH3:30])(=[O:29])=[O:28])=[CH:17][C:16]=2[O:31][CH2:32][C:33]([OH:35])=[O:34])(=[O:11])=[O:10])[CH:8]=1)#[N:2].[OH-].[Na+:38], predict the reaction product. The product is: [C:1]([C:3]1[CH:4]=[CH:5][C:6]([OH:36])=[C:7]([S:9]([NH:12][CH2:13][CH2:14][C:15]2[CH:20]=[CH:19][C:18]([C:21]3[CH:26]=[CH:25][CH:24]=[CH:23][C:22]=3[S:27]([CH3:30])(=[O:29])=[O:28])=[CH:17][C:16]=2[O:31][CH2:32][C:33]([O-:35])=[O:34])(=[O:10])=[O:11])[CH:8]=1)#[N:2].[Na+:38].